Dataset: Reaction yield outcomes from USPTO patents with 853,638 reactions. Task: Predict the reaction yield, written as a fraction of the theoretical maximum amount of product (1.0 means a 100% yield; for example, 0.34 means a 34% yield). (1) The product is [C:1]([O:5][C:6]([NH:8][C:9]1[CH:22]=[CH:21][C:12]2[S:13][C:14]([C:16]([OH:18])=[O:17])=[CH:15][C:11]=2[CH:10]=1)=[O:7])([CH3:4])([CH3:2])[CH3:3]. The yield is 0.970. The reactants are [C:1]([O:5][C:6]([NH:8][C:9]1[CH:22]=[CH:21][C:12]2[S:13][C:14]([C:16]([O:18]CC)=[O:17])=[CH:15][C:11]=2[CH:10]=1)=[O:7])([CH3:4])([CH3:3])[CH3:2].[OH-].[Na+]. The catalyst is CO. (2) The reactants are Br[C:2]1[CH:3]=[C:4]([C:25]([F:28])([F:27])[F:26])[C:5]2[N:6]([CH:8]=[C:9]([C:11]([N:13]3[CH2:17][CH2:16][CH:15]([C:18]4[CH:23]=[CH:22][C:21]([F:24])=[CH:20][CH:19]=4)[CH2:14]3)=[O:12])[N:10]=2)[CH:7]=1.[NH:29]1[CH:33]=[C:32](B2OC(C)(C)C(C)(C)O2)[CH:31]=[N:30]1. The catalyst is [O-]P([O-])([O-])=O.[K+].[K+].[K+].O1CCOCC1.CCOC(C)=O.C1C=CC([P]([Pd]([P](C2C=CC=CC=2)(C2C=CC=CC=2)C2C=CC=CC=2)([P](C2C=CC=CC=2)(C2C=CC=CC=2)C2C=CC=CC=2)[P](C2C=CC=CC=2)(C2C=CC=CC=2)C2C=CC=CC=2)(C2C=CC=CC=2)C2C=CC=CC=2)=CC=1. The product is [F:24][C:21]1[CH:22]=[CH:23][C:18]([CH:15]2[CH2:16][CH2:17][N:13]([C:11]([C:9]3[N:10]=[C:5]4[C:4]([C:25]([F:28])([F:27])[F:26])=[CH:3][C:2]([C:32]5[CH:33]=[N:29][NH:30][CH:31]=5)=[CH:7][N:6]4[CH:8]=3)=[O:12])[CH2:14]2)=[CH:19][CH:20]=1. The yield is 0.250.